Dataset: NCI-60 drug combinations with 297,098 pairs across 59 cell lines. Task: Regression. Given two drug SMILES strings and cell line genomic features, predict the synergy score measuring deviation from expected non-interaction effect. (1) Drug 1: C1=C(C(=O)NC(=O)N1)N(CCCl)CCCl. Drug 2: C1=CC(=CC=C1C#N)C(C2=CC=C(C=C2)C#N)N3C=NC=N3. Cell line: OVCAR-4. Synergy scores: CSS=-0.942, Synergy_ZIP=-1.05, Synergy_Bliss=-2.19, Synergy_Loewe=-1.90, Synergy_HSA=-2.46. (2) Drug 1: C1CN1P(=S)(N2CC2)N3CC3. Drug 2: C1CCC(C(C1)N)N.C(=O)(C(=O)[O-])[O-].[Pt+4]. Cell line: BT-549. Synergy scores: CSS=21.5, Synergy_ZIP=-8.86, Synergy_Bliss=-5.68, Synergy_Loewe=0.135, Synergy_HSA=1.42. (3) Drug 1: C1=CC=C(C=C1)NC(=O)CCCCCCC(=O)NO. Drug 2: C1CN(P(=O)(OC1)NCCCl)CCCl. Cell line: SK-MEL-28. Synergy scores: CSS=4.03, Synergy_ZIP=-6.62, Synergy_Bliss=-6.55, Synergy_Loewe=-11.3, Synergy_HSA=-5.66. (4) Drug 1: C1=CC(=CC=C1C#N)C(C2=CC=C(C=C2)C#N)N3C=NC=N3. Drug 2: CCC1(CC2CC(C3=C(CCN(C2)C1)C4=CC=CC=C4N3)(C5=C(C=C6C(=C5)C78CCN9C7C(C=CC9)(C(C(C8N6C)(C(=O)OC)O)OC(=O)C)CC)OC)C(=O)OC)O.OS(=O)(=O)O. Cell line: SW-620. Synergy scores: CSS=0.653, Synergy_ZIP=-2.70, Synergy_Bliss=-2.57, Synergy_Loewe=-4.26, Synergy_HSA=-4.26. (5) Drug 1: CC1=CC2C(CCC3(C2CCC3(C(=O)C)OC(=O)C)C)C4(C1=CC(=O)CC4)C. Drug 2: CC1=C(C(CCC1)(C)C)C=CC(=CC=CC(=CC(=O)O)C)C. Cell line: HT29. Synergy scores: CSS=7.01, Synergy_ZIP=5.07, Synergy_Bliss=4.34, Synergy_Loewe=3.68, Synergy_HSA=3.78. (6) Drug 1: CN(C)N=NC1=C(NC=N1)C(=O)N. Drug 2: C1=C(C(=O)NC(=O)N1)F. Cell line: UACC62. Synergy scores: CSS=35.5, Synergy_ZIP=-4.52, Synergy_Bliss=-10.0, Synergy_Loewe=-17.0, Synergy_HSA=-9.30. (7) Drug 1: CN1CCC(CC1)COC2=C(C=C3C(=C2)N=CN=C3NC4=C(C=C(C=C4)Br)F)OC. Drug 2: CCC(=C(C1=CC=CC=C1)C2=CC=C(C=C2)OCCN(C)C)C3=CC=CC=C3.C(C(=O)O)C(CC(=O)O)(C(=O)O)O. Cell line: RXF 393. Synergy scores: CSS=8.39, Synergy_ZIP=-0.298, Synergy_Bliss=5.16, Synergy_Loewe=-1.77, Synergy_HSA=3.42.